From a dataset of Forward reaction prediction with 1.9M reactions from USPTO patents (1976-2016). Predict the product of the given reaction. (1) Given the reactants C(=O)([O-])OC[C:4]1[CH:9]=[C:8]([N+:10]([O-:12])=[O:11])[C:7]([C:13]([CH3:16])([CH3:15])[CH3:14])=[CH:6][C:5]=1[Br:17].C[O-].[Na+].Cl.CO.[N+](C1C=CC=C(O)C=1)([O-])=[O:27], predict the reaction product. The product is: [Br:17][C:5]1[CH:6]=[C:7]([C:13]([CH3:16])([CH3:15])[CH3:14])[C:8]([N+:10]([O-:12])=[O:11])=[CH:9][C:4]=1[OH:27]. (2) The product is: [CH:25]1([NH:28][C:21]([C:17]2[S:16][C:15]([CH2:14][CH2:13][C:12]3[C:8]([C:5]4[CH:4]=[CH:3][C:2]([F:1])=[CH:7][N:6]=4)=[N:9][O:10][C:11]=3[CH3:24])=[N:19][C:18]=2[CH3:20])=[O:23])[CH2:27][CH2:26]1. Given the reactants [F:1][C:2]1[CH:3]=[CH:4][C:5]([C:8]2[C:12]([CH2:13][CH2:14][C:15]3[S:16][C:17]([C:21]([OH:23])=O)=[C:18]([CH3:20])[N:19]=3)=[C:11]([CH3:24])[O:10][N:9]=2)=[N:6][CH:7]=1.[CH:25]1([NH2:28])[CH2:27][CH2:26]1, predict the reaction product.